From a dataset of Full USPTO retrosynthesis dataset with 1.9M reactions from patents (1976-2016). Predict the reactants needed to synthesize the given product. (1) Given the product [CH3:22][C:17]1[C:16]([CH3:23])=[C:15]([O:11][CH2:10][C:5]23[CH2:4][O:3][C:2]([CH3:1])([O:7][CH2:6]2)[O:9][CH2:8]3)[CH:20]=[CH:19][N+:18]=1[O-:21], predict the reactants needed to synthesize it. The reactants are: [CH3:1][C:2]12[O:9][CH2:8][C:5]([CH2:10][OH:11])([CH2:6][O:7]1)[CH2:4][O:3]2.[H-].[Na+].Cl[C:15]1[CH:20]=[CH:19][N+:18]([O-:21])=[C:17]([CH3:22])[C:16]=1[CH3:23]. (2) Given the product [C:2]([CH2:4][C:5]1[CH:10]=[CH:9][N+:8]([O-:12])=[CH:7][CH:6]=1)#[N:3], predict the reactants needed to synthesize it. The reactants are: Cl.[C:2]([CH2:4][C:5]1[CH:10]=[CH:9][N:8]=[CH:7][CH:6]=1)#[N:3].C([O-])(O)=[O:12].[Na+].ClC1C=CC=C(C(OO)=O)C=1. (3) Given the product [Cl:1][C:2]1[CH:7]=[C:6]([CH3:8])[CH:5]=[C:4]([Cl:9])[C:3]=1[C:15]([OH:17])=[O:16], predict the reactants needed to synthesize it. The reactants are: [Cl:1][C:2]1[CH:7]=[C:6]([CH3:8])[CH:5]=[C:4]([Cl:9])[CH:3]=1.[Li]CCCC.[C:15](=[O:17])=[O:16].